Dataset: Reaction yield outcomes from USPTO patents with 853,638 reactions. Task: Predict the reaction yield, written as a fraction of the theoretical maximum amount of product (1.0 means a 100% yield; for example, 0.34 means a 34% yield). (1) The reactants are Cl.[NH2:2][CH2:3][C:4]([C:6]1[CH:11]=[CH:10][C:9]([Br:12])=[CH:8][CH:7]=1)=[O:5].[C:13]([O:17][C:18]([NH:20][C:21]1([C:24](O)=[O:25])[CH2:23][CH2:22]1)=[O:19])([CH3:16])([CH3:15])[CH3:14].CN(C(ON1N=NC2C=CC=NC1=2)=[N+](C)C)C.F[P-](F)(F)(F)(F)F.CCN(C(C)C)C(C)C. The catalyst is CN(C=O)C. The product is [C:13]([O:17][C:18](=[O:19])[NH:20][C:21]1([C:24](=[O:25])[NH:2][CH2:3][C:4]([C:6]2[CH:11]=[CH:10][C:9]([Br:12])=[CH:8][CH:7]=2)=[O:5])[CH2:22][CH2:23]1)([CH3:16])([CH3:14])[CH3:15]. The yield is 0.900. (2) The reactants are [NH2:1][C:2]1[CH:7]=[CH:6][C:5]([Cl:8])=[CH:4][N:3]=1.C[Si]([N-][Si](C)(C)C)(C)C.[K+].C1(C)C=CC=CC=1.[Cl:26][C:27]1[CH:38]=[C:31]2[C:32](OC(=O)[NH:36][C:30]2=[CH:29][CH:28]=1)=[O:33]. The catalyst is O1CCCC1. The product is [NH2:36][C:30]1[CH:29]=[CH:28][C:27]([Cl:26])=[CH:38][C:31]=1[C:32]([NH:1][C:2]1[CH:7]=[CH:6][C:5]([Cl:8])=[CH:4][N:3]=1)=[O:33]. The yield is 1.00.